From a dataset of Full USPTO retrosynthesis dataset with 1.9M reactions from patents (1976-2016). Predict the reactants needed to synthesize the given product. (1) The reactants are: [Cl:1][C:2]1[CH:24]=[C:23]([CH2:25]O)[CH:22]=[C:21]([Cl:27])[C:3]=1[C:4]([C:6]1[C:14]2[C:9](=[C:10]([NH:15][C:16]([CH:18]3[CH2:20][CH2:19]3)=[O:17])[N:11]=[CH:12][CH:13]=2)[NH:8][CH:7]=1)=[O:5].P(Br)(Br)[Br:29]. Given the product [Br:29][CH2:25][C:23]1[CH:24]=[C:2]([Cl:1])[C:3]([C:4]([C:6]2[C:14]3[C:9](=[C:10]([NH:15][C:16]([CH:18]4[CH2:20][CH2:19]4)=[O:17])[N:11]=[CH:12][CH:13]=3)[NH:8][CH:7]=2)=[O:5])=[C:21]([Cl:27])[CH:22]=1, predict the reactants needed to synthesize it. (2) Given the product [CH2:18]([O:17][CH:4]([O:3][CH2:1][CH3:2])[CH2:5][CH2:6][C:7]1[CH:8]=[C:9]2[C:14](=[CH:15][CH:16]=1)[N:13]=[CH:12][CH:11]=[CH:10]2)[CH3:19], predict the reactants needed to synthesize it. The reactants are: [CH2:1]([O:3][CH:4]([O:17][CH2:18][CH3:19])[C:5]#[C:6][C:7]1[CH:8]=[C:9]2[C:14](=[CH:15][CH:16]=1)[N:13]=[CH:12][CH:11]=[CH:10]2)[CH3:2]. (3) Given the product [Cl:17][C:16]1[C:9]2[N:8]=[C:7]([O:6][C:5]3[C:23]([CH3:25])=[CH:24][C:2]([Si:33]([CH3:35])([CH3:34])[CH3:32])=[CH:3][C:4]=3[Cl:26])[N:11]([CH3:12])[C:10]=2[C:13]([CH:18]([CH2:21][CH3:22])[CH2:19][CH3:20])=[CH:14][CH:15]=1, predict the reactants needed to synthesize it. The reactants are: Br[C:2]1[CH:24]=[C:23]([CH3:25])[C:5]([O:6][C:7]2[N:11]([CH3:12])[C:10]3[C:13]([CH:18]([CH2:21][CH3:22])[CH2:19][CH3:20])=[CH:14][CH:15]=[C:16]([Cl:17])[C:9]=3[N:8]=2)=[C:4]([Cl:26])[CH:3]=1.C([Li])CCC.[CH3:32][Si:33](N=C=O)([CH3:35])[CH3:34].O. (4) Given the product [CH3:23][N:12]([CH2:11][C:9]1[N:10]=[C:6]2[CH:5]=[CH:4][CH:3]=[C:2]([N:35]3[CH2:34][CH2:33][CH:32]([NH:31][C:24](=[O:25])[O:26][C:27]([CH3:29])([CH3:28])[CH3:30])[CH2:37][CH2:36]3)[N:7]2[CH:8]=1)[CH:13]1[C:22]2[N:21]=[CH:20][CH:19]=[CH:18][C:17]=2[CH2:16][CH2:15][CH2:14]1, predict the reactants needed to synthesize it. The reactants are: F[C:2]1[N:7]2[CH:8]=[C:9]([CH2:11][N:12]([CH3:23])[CH:13]3[C:22]4[N:21]=[CH:20][CH:19]=[CH:18][C:17]=4[CH2:16][CH2:15][CH2:14]3)[N:10]=[C:6]2[CH:5]=[CH:4][CH:3]=1.[C:24]([NH:31][CH:32]1[CH2:37][CH2:36][NH:35][CH2:34][CH2:33]1)([O:26][C:27]([CH3:30])([CH3:29])[CH3:28])=[O:25]. (5) Given the product [Cl:18][CH2:19][CH2:20][CH2:21][CH2:22][CH2:23][C:24]1[S:8][C:3]2[CH:4]=[CH:5][CH:6]=[CH:7][C:2]=2[N:1]=1, predict the reactants needed to synthesize it. The reactants are: [NH2:1][C:2]1[CH:7]=[CH:6][CH:5]=[CH:4][C:3]=1[SH:8].C(N(C(C)C)CC)(C)C.[Cl:18][CH2:19][CH2:20][CH2:21][CH2:22][CH2:23][C:24](Cl)=O. (6) Given the product [CH3:29][Si:30]([C:33]#[C:34][C:2]1[CH:7]=[CH:6][C:5]([C:8]2[CH:13]=[CH:12][CH:11]=[CH:10][N:9]=2)=[CH:4][CH:3]=1)([CH3:32])[CH3:31], predict the reactants needed to synthesize it. The reactants are: I[C:2]1[CH:7]=[CH:6][C:5]([C:8]2[CH:13]=[CH:12][CH:11]=[CH:10][N:9]=2)=[CH:4][CH:3]=1.IC1C=CC(I)=CC=1.FC1C=CC=CN=1.[CH3:29][Si:30]([C:33]#[CH:34])([CH3:32])[CH3:31]. (7) Given the product [NH:45]1[C:53]2[C:48](=[C:49]([C:54]3[CH:62]=[C:61]4[C:57]([CH:58]=[N:59][NH:60]4)=[C:56]([NH:63][C:9]([C:5]4[CH:4]=[C:3]([NH:2][CH3:1])[CH:8]=[CH:7][N:6]=4)=[O:11])[CH:55]=3)[CH:50]=[CH:51][CH:52]=2)[CH:47]=[CH:46]1, predict the reactants needed to synthesize it. The reactants are: [CH3:1][NH:2][C:3]1[CH:8]=[CH:7][N:6]=[C:5]([C:9]([OH:11])=O)[CH:4]=1.CN(C(ON1N=NC2C=CC=NC1=2)=[N+](C)C)C.F[P-](F)(F)(F)(F)F.CCN(C(C)C)C(C)C.[NH:45]1[C:53]2[C:48](=[C:49]([C:54]3[CH:55]=[C:56]([NH2:63])[C:57]4[CH:58]=[N:59][NH:60][C:61]=4[CH:62]=3)[CH:50]=[CH:51][CH:52]=2)[CH:47]=[CH:46]1.